From a dataset of Forward reaction prediction with 1.9M reactions from USPTO patents (1976-2016). Predict the product of the given reaction. (1) Given the reactants CS([O:5][C@H:6]1[CH2:10][CH2:9][O:8][CH2:7]1)(=O)=O.[OH:11][CH2:12][C:13]1[CH:14]=[C:15]([C:19]2[C:24]([CH3:25])=[CH:23][C:22](O)=[CH:21][C:20]=2[CH3:27])[CH:16]=[CH:17][CH:18]=1.C(=O)([O-])[O-].[Cs+].[Cs+], predict the reaction product. The product is: [CH3:25][C:24]1[CH:23]=[C:22]([O:5][C@@H:6]2[CH2:10][CH2:9][O:8][CH2:7]2)[CH:21]=[C:20]([CH3:27])[C:19]=1[C:15]1[CH:16]=[CH:17][CH:18]=[C:13]([CH2:12][OH:11])[CH:14]=1. (2) Given the reactants [C:1]([C:3]1[C:4]([CH3:29])=[C:5]([N:16]2[CH2:21][CH2:20][N:19]([C:22](OC(C)(C)C)=O)[CH2:18][CH2:17]2)[S:6][C:7]=1[NH:8][C:9](=[O:15])[CH:10]([CH2:13][CH3:14])[CH2:11][CH3:12])#[N:2].FC(F)(F)C(O)=O.C(=O)[C:38]1[CH:43]=[CH:42][CH:41]=[CH:40][CH:39]=1.C(O[BH-](OC(=O)C)OC(=O)C)(=O)C.[Na+], predict the reaction product. The product is: [CH2:22]([N:19]1[CH2:18][CH2:17][N:16]([C:5]2[S:6][C:7]([NH:8][C:9](=[O:15])[CH:10]([CH2:11][CH3:12])[CH2:13][CH3:14])=[C:3]([C:1]#[N:2])[C:4]=2[CH3:29])[CH2:21][CH2:20]1)[C:38]1[CH:43]=[CH:42][CH:41]=[CH:40][CH:39]=1. (3) Given the reactants CO[C:3](=[O:17])[C:4]1[C:9]([C:10]([F:13])([F:12])[F:11])=[CH:8][C:7]([F:14])=[CH:6][C:5]=1[CH2:15]Br.[F:18][C:19]1[CH:20]=[C:21]([CH:24]=[CH:25][C:26]=1[CH3:27])[CH2:22][NH2:23].C([O-])([O-])=O.[K+].[K+].C(OCC)(=O)C, predict the reaction product. The product is: [F:14][C:7]1[CH:6]=[C:5]2[C:4](=[C:9]([C:10]([F:11])([F:12])[F:13])[CH:8]=1)[C:3](=[O:17])[N:23]([CH2:22][C:21]1[CH:24]=[CH:25][C:26]([CH3:27])=[C:19]([F:18])[CH:20]=1)[CH2:15]2. (4) The product is: [Cl:1][C:2]1[N:7]=[C:6]2[NH:8][C:9](=[O:11])[C:10]3([CH2:16][CH2:15]3)[C:5]2=[CH:4][CH:3]=1. Given the reactants [Cl:1][C:2]1[N:7]=[C:6]2[NH:8][C:9](=[O:11])[CH2:10][C:5]2=[CH:4][CH:3]=1.[H-].[Na+].Br[CH2:15][CH2:16]Br, predict the reaction product. (5) Given the reactants C([O:4][C@@H:5]1[C@@H:10]([CH2:11][O:12]C(=O)C)[O:9][C@H:8]([C:16]2[CH:17]=[C:18]([CH:23]=[CH:24][CH:25]=2)[C:19]([O:21]C)=[O:20])[C@@H:7]([OH:26])[C@H:6]1[OH:27])(=O)C.CO[Na].[OH-].[Na+], predict the reaction product. The product is: [OH:26][C@H:7]1[C@@H:6]([OH:27])[C@H:5]([OH:4])[C@@H:10]([CH2:11][OH:12])[O:9][C@@H:8]1[C:16]1[CH:17]=[C:18]([CH:23]=[CH:24][CH:25]=1)[C:19]([OH:21])=[O:20].